From a dataset of Forward reaction prediction with 1.9M reactions from USPTO patents (1976-2016). Predict the product of the given reaction. (1) Given the reactants [Cl:1][C:2]1[N:10]=[C:9]2[C:5]([N:6]=[CH:7][N:8]2[CH:11]([CH3:13])[CH3:12])=[C:4](Cl)[N:3]=1.[CH2:15]([NH2:22])[C:16]1[CH:21]=[CH:20][CH:19]=[CH:18][CH:17]=1, predict the reaction product. The product is: [CH2:15]([NH:22][C:4]1[N:3]=[C:2]([Cl:1])[N:10]=[C:9]2[C:5]=1[N:6]=[CH:7][N:8]2[CH:11]([CH3:13])[CH3:12])[C:16]1[CH:21]=[CH:20][CH:19]=[CH:18][CH:17]=1. (2) Given the reactants [CH3:1][O:2][C:3](=[O:16])[CH:4]=[CH:5][C:6]1[CH:11]=[CH:10][CH:9]=[C:8]([S:12](Cl)(=[O:14])=[O:13])[CH:7]=1.[CH2:17]([NH2:27])[C:18]1[CH:26]=[CH:25][C:24]2[O:23][CH2:22][O:21][C:20]=2[CH:19]=1.C([O-])(O)=O.[Na+], predict the reaction product. The product is: [CH3:1][O:2][C:3](=[O:16])[CH:4]=[CH:5][C:6]1[CH:11]=[CH:10][CH:9]=[C:8]([S:12](=[O:14])(=[O:13])[NH:27][CH2:17][C:18]2[CH:26]=[CH:25][C:24]3[O:23][CH2:22][O:21][C:20]=3[CH:19]=2)[CH:7]=1.